Dataset: Reaction yield outcomes from USPTO patents with 853,638 reactions. Task: Predict the reaction yield, written as a fraction of the theoretical maximum amount of product (1.0 means a 100% yield; for example, 0.34 means a 34% yield). (1) The reactants are Cl[C:2]1[CH:7]=[C:6]([Cl:8])[N:5]=[C:4]([C:9]([F:12])([F:11])[F:10])[N:3]=1.F[B-]([CH2:17][NH:18][C:19](=[O:25])[O:20][C:21]([CH3:24])([CH3:23])[CH3:22])(F)F.[K+].C(=O)([O-])[O-].[Na+].[Na+].O. The catalyst is C(O)(C)(C)C.Cl[Pd](Cl)([P](C1C=CC=CC=1)(C1C=CC=CC=1)C1C=CC=CC=1)[P](C1C=CC=CC=1)(C1C=CC=CC=1)C1C=CC=CC=1. The yield is 0.630. The product is [Cl:8][C:6]1[N:5]=[C:4]([C:9]([F:12])([F:11])[F:10])[N:3]=[C:2]([CH2:17][NH:18][C:19](=[O:25])[O:20][C:21]([CH3:24])([CH3:23])[CH3:22])[CH:7]=1. (2) The reactants are [NH2:1][CH:2]1[C:8]2[CH:9]=[CH:10][CH2:11][CH2:12][C:7]=2[CH2:6][CH2:5][N:4]([CH3:13])[C:3]1=[O:14].[C:15]([OH:25])(=[O:24])[C@@H:16]([C:18]1[CH:23]=[CH:22][CH:21]=[CH:20][CH:19]=1)[OH:17].NC1C2C=CCCC=2CCN(C)C1=O.C(OC(C)C)(=O)C. The catalyst is C(OC(C)C)(=O)C.C(O)(C)C.[N+](C1C=C(C=O)C(O)=CC=1)([O-])=O. The product is [C:15]([OH:25])(=[O:24])[C@@H:16]([C:18]1[CH:23]=[CH:22][CH:21]=[CH:20][CH:19]=1)[OH:17].[NH2:1][C@H:2]1[C:8]2[CH:9]=[CH:10][CH2:11][CH2:12][C:7]=2[CH2:6][CH2:5][N:4]([CH3:13])[C:3]1=[O:14]. The yield is 0.829. (3) The reactants are [C:1]1([C:7]([C:15]2[CH:20]=[CH:19][CH:18]=[CH:17][CH:16]=2)([CH:9]2[CH2:14][CH2:13][NH:12][CH2:11][CH2:10]2)[OH:8])[CH:6]=[CH:5][CH:4]=[CH:3][CH:2]=1.[C:21]([O:24][C@H:25]([C:30]1[CH:35]=[CH:34][C:33]([C:36]([CH3:39])([CH3:38])[CH3:37])=[CH:32][CH:31]=1)[CH2:26][CH2:27][CH2:28]Cl)(=[O:23])[CH3:22].C(=O)([O-])[O-].[K+].[K+]. The catalyst is C(#N)C. The product is [C:21]([O:24][C@H:25]([C:30]1[CH:35]=[CH:34][C:33]([C:36]([CH3:37])([CH3:39])[CH3:38])=[CH:32][CH:31]=1)[CH2:26][CH2:27][CH2:28][N:12]1[CH2:13][CH2:14][CH:9]([C:7]([OH:8])([C:15]2[CH:20]=[CH:19][CH:18]=[CH:17][CH:16]=2)[C:1]2[CH:2]=[CH:3][CH:4]=[CH:5][CH:6]=2)[CH2:10][CH2:11]1)(=[O:23])[CH3:22]. The yield is 0.460. (4) The reactants are [Cl:1][C:2]1[N:11]=[C:10](Cl)[C:9]2[C:4](=[CH:5][CH:6]=[CH:7][CH:8]=2)[N:3]=1.C(N(CC)C(C)C)(C)C.[C:22]1([CH:28]([C:31]2[CH:36]=[CH:35][N:34]=[CH:33][CH:32]=2)[CH2:29][NH2:30])[CH:27]=[CH:26][CH:25]=[CH:24][CH:23]=1. The catalyst is C1COCC1.O. The product is [Cl:1][C:2]1[N:11]=[C:10]([NH:30][CH2:29][CH:28]([C:22]2[CH:27]=[CH:26][CH:25]=[CH:24][CH:23]=2)[C:31]2[CH:32]=[CH:33][N:34]=[CH:35][CH:36]=2)[C:9]2[C:4](=[CH:5][CH:6]=[CH:7][CH:8]=2)[N:3]=1. The yield is 0.550. (5) The product is [CH2:13]([C@@H:20]1[CH2:24][O:23][C:22](=[O:25])[N:21]1[C:9](=[O:11])[CH2:8][C:5]1[CH:6]=[CH:7][C:2]([Br:1])=[CH:3][C:4]=1[F:12])[C:14]1[CH:15]=[CH:16][CH:17]=[CH:18][CH:19]=1. No catalyst specified. The reactants are [Br:1][C:2]1[CH:7]=[CH:6][C:5]([CH2:8][C:9]([OH:11])=O)=[C:4]([F:12])[CH:3]=1.[CH2:13]([C@H:20]1[CH2:24][O:23][C:22](=[O:25])[NH:21]1)[C:14]1[CH:19]=[CH:18][CH:17]=[CH:16][CH:15]=1. The yield is 0.360. (6) The reactants are [C:1]1([CH:7]([C:13]2[CH:18]=[CH:17][CH:16]=[CH:15][CH:14]=2)[N:8]2[CH2:11][CH:10]([OH:12])[CH2:9]2)[CH:6]=[CH:5][CH:4]=[CH:3][CH:2]=1.[CH3:19][C:20]([O-])([CH3:22])[CH3:21].[K+].BrCC(C)=C. The catalyst is C1COCC1.O. The product is [C:13]1([CH:7]([C:1]2[CH:2]=[CH:3][CH:4]=[CH:5][CH:6]=2)[N:8]2[CH2:11][CH:10]([O:12][CH2:21][C:20]([CH3:22])=[CH2:19])[CH2:9]2)[CH:14]=[CH:15][CH:16]=[CH:17][CH:18]=1. The yield is 0.940.